Dataset: Merck oncology drug combination screen with 23,052 pairs across 39 cell lines. Task: Regression. Given two drug SMILES strings and cell line genomic features, predict the synergy score measuring deviation from expected non-interaction effect. (1) Drug 1: O=P1(N(CCCl)CCCl)NCCCO1. Cell line: DLD1. Synergy scores: synergy=-0.896. Drug 2: CS(=O)(=O)CCNCc1ccc(-c2ccc3ncnc(Nc4ccc(OCc5cccc(F)c5)c(Cl)c4)c3c2)o1. (2) Drug 1: COc1cc(C2c3cc4c(cc3C(OC3OC5COC(C)OC5C(O)C3O)C3COC(=O)C23)OCO4)cc(OC)c1O. Drug 2: NC(=O)c1cccc2cn(-c3ccc(C4CCCNC4)cc3)nc12. Cell line: EFM192B. Synergy scores: synergy=22.8.